This data is from Forward reaction prediction with 1.9M reactions from USPTO patents (1976-2016). The task is: Predict the product of the given reaction. The product is: [CH:1]1([NH:6][C@H:7]2[CH2:11][CH2:10][CH2:9][C@H:8]2[NH:12][C:17](=[O:18])[C:16]2[C:20]([C:28]([F:29])([F:30])[F:31])=[CH:21][C:22]([C:24]([F:25])([F:26])[F:27])=[CH:23][C:15]=2[S:14][CH3:13])[CH2:5][CH2:4][CH2:3][CH2:2]1. Given the reactants [CH:1]1([NH:6][CH:7]2[CH2:11][CH2:10][CH2:9][CH:8]2[NH2:12])[CH2:5][CH2:4][CH2:3][CH2:2]1.[CH3:13][S:14][C:15]1[CH:23]=[C:22]([C:24]([F:27])([F:26])[F:25])[CH:21]=[C:20]([C:28]([F:31])([F:30])[F:29])[C:16]=1[C:17](O)=[O:18], predict the reaction product.